The task is: Regression. Given a target protein amino acid sequence and a drug SMILES string, predict the binding affinity score between them. We predict pKi (pKi = -log10(Ki in M); higher means stronger inhibition). Dataset: bindingdb_ki.. This data is from Drug-target binding data from BindingDB using Ki measurements. (1) The small molecule is O=[N+]([O-])OC[C@H]1O[C@@H](n2cnc3c(NC4CCCC4)nc(Cl)nc32)[C@H](O)[C@@H]1O. The target protein (C9JQD8) has sequence MPIMGSSVYITVELAIAVLAILGNVLVCWAVWLNSNLQNVTNYFVVSLAAADIAVGVLAIPFAITISTGFCAACHGCLFIACFVLVLTQSSIFSLLAIAIDRYIAIRIPLRYNGLVTGTRAKGIIAICWVLSFAIGLTPMLGWNNCGQPKEGKNHSQGCGEGQVACLFEDVVPMNYMVYFNFFACVLVPLLLMLGVYLRIFLAARRQLKQMESQPLPGERARSTLQKEVHAAKSLAIIVGLFALCWLPLHIINCFTFFCPDCSHAPLWLMYLAIVLSHTNSVVNPFIYAYRIREFRQTFRKIIRSHVLRQQEPFKAAGTSARVLAAHGSDGEQVSLRLNGHPPGVWANGSAPHPERRPNGYALGL. The pKi is 5.4. (2) The small molecule is [N-]=[N+]=N. The target protein sequence is MYFLWLISMIAAAMCQEYGYMSEQGVPTPSNWSKVFPLCGGKFQSPINIETKKVKKKSYPDLKISFDNPCGRVTGELLNAGHSPVVNIDSSKGGAKLSGGPLDCDEYALQQFHFHFGCENSRGSEHLIDSQAFPAQLHLVFFNKKYETFQNAVDKPDGLAVLGVLITATCPGNRVLGSFAKKLTKIIEEGASANVTAVDGIKLNYLMPYNNKQGDEDEDDEDIAGDDPDAVEEEEVDAKKKIKYYTYKGSLTTPPCYESVTWIVFKDKIKISNTQLKKFRKLKAQYGGAPGLMCDNIRPVQPLHKRKVYSVLSSRE. The pKi is 2.3. (3) The target protein sequence is MDVFSFGQGNNTTASQEPFGTGGNVTSISDVTFSYQVITSLLLGTLIFCAVLGNACVVAAIALERSLQNVANYLIGSLAVTDLMVSVLVLPMAALYQVLNKWTLGQVTCDLFIALDVLCCTSSILHLCAIALDRYWAITDPIDYVNKRTPRRAAALISLTWLIGFLISIPPMLGWRTPEDRSDPDACTISKDHGYTIYSTFGAFYIPLLLMLVLYGRIFRAARFRIRKTVRKVEKKGAGTSLGTSSAPPPKKSLNGQPGSGDWRRCAENRAVGTPCTNGAVRQGDDEATLEVIEVHRVGNSKEHLPLPSESGSNSYAPACLERKNERNAEAKRKMALARERKTVKTLGIIMGTFILCWLPFFIVALVLPFCESSCHMPALLGAIINWLGYSNSLLNPVIYAYFNKDFQNAFKKIIKCKFCRR. The small molecule is COc1ccccc1N1CCN(CCCCNC(=O)c2sccc2C)CC1. The pKi is 8.8. (4) The small molecule is Cc1cc(-c2c(OCC[C@@H]3CCN3)c3cc(C(=O)Nc4ccncn4)c(Cl)cc3[nH]c2=O)cc(C)c1C. The target protein (Q8SPZ1) has sequence VAFATSFTVCWTPYYVLGIWYWFDPEMLNRVSDPVNHFFFLFAFLNPCFDPLIYGYFSL. The pKi is 9.2.